Dataset: Forward reaction prediction with 1.9M reactions from USPTO patents (1976-2016). Task: Predict the product of the given reaction. (1) Given the reactants Cl[C:2]1[N:7]=[C:6]([N:8]([CH3:15])[S:9]([N:12]([CH3:14])[CH3:13])(=[O:11])=[O:10])[C:5]([Cl:16])=[C:4]([NH:17][C:18]2[CH:22]=[C:21]([CH3:23])[NH:20][N:19]=2)[N:3]=1.ClC1C(NC2C=C(OC)NN=2)=NC([NH:31][C@H:32]([C:34]2[N:39]=[CH:38][C:37]([F:40])=[CH:36][N:35]=2)[CH3:33])=NC=1.CCN(C(C)C)C(C)C, predict the reaction product. The product is: [Cl:16][C:5]1[C:6]([N:8]([CH3:15])[S:9]([N:12]([CH3:14])[CH3:13])(=[O:11])=[O:10])=[N:7][C:2]([NH:31][C@H:32]([C:34]2[N:39]=[CH:38][C:37]([F:40])=[CH:36][N:35]=2)[CH3:33])=[N:3][C:4]=1[NH:17][C:18]1[CH:22]=[C:21]([CH3:23])[NH:20][N:19]=1. (2) Given the reactants [CH3:1][O:2][C:3]1[CH:8]=[CH:7][C:6]([CH2:9][C:10]2[C:19]3[C:14](=[CH:15][CH:16]=[CH:17][CH:18]=3)[C:13](=[O:20])[NH:12][N:11]=2)=[CH:5][CH:4]=1.[C:21]([N:28]1[CH2:34][CH2:33][CH2:32][C@@H:29]1[CH2:30]O)([O:23][C:24]([CH3:27])([CH3:26])[CH3:25])=[O:22].C1(P(C2C=CC=CC=2)C2C=CC=CC=2)C=CC=CC=1.N(C(OC(C)(C)C)=O)=NC(OC(C)(C)C)=O, predict the reaction product. The product is: [CH3:1][O:2][C:3]1[CH:4]=[CH:5][C:6]([CH2:9][C:10]2[C:19]3[C:14](=[CH:15][CH:16]=[CH:17][CH:18]=3)[C:13](=[O:20])[N:12]([CH2:30][C@H:29]3[CH2:32][CH2:33][CH2:34][N:28]3[C:21]([O:23][C:24]([CH3:25])([CH3:27])[CH3:26])=[O:22])[N:11]=2)=[CH:7][CH:8]=1. (3) Given the reactants [CH2:1]([C:8]1[CH:9]=[N:10][C:11]2[C:16]([C:17]=1[C:18]1[CH:19]=[C:20]([NH2:24])[CH:21]=[CH:22][CH:23]=1)=[CH:15][CH:14]=[CH:13][C:12]=2[C:25]([F:28])([F:27])[F:26])[C:2]1[CH:7]=[CH:6][CH:5]=[CH:4][CH:3]=1.[Cl:29][C:30]1[C:39]([CH:40]=O)=[CH:38][C:37]2[C:32](=[CH:33][CH:34]=[CH:35][CH:36]=2)[N:31]=1, predict the reaction product. The product is: [CH2:1]([C:8]1[CH:9]=[N:10][C:11]2[C:16]([C:17]=1[C:18]1[CH:19]=[C:20]([NH:24][CH2:40][C:39]3[C:30]([Cl:29])=[N:31][C:32]4[C:37]([CH:38]=3)=[CH:36][CH:35]=[CH:34][CH:33]=4)[CH:21]=[CH:22][CH:23]=1)=[CH:15][CH:14]=[CH:13][C:12]=2[C:25]([F:28])([F:26])[F:27])[C:2]1[CH:3]=[CH:4][CH:5]=[CH:6][CH:7]=1. (4) The product is: [F:3][C:4]1[C:5]([CH2:16][N:17]([CH3:25])[C:18](=[O:24])[O:19][C:20]([CH3:21])([CH3:22])[CH3:23])=[CH:6][N:7]([S:48]([C:44]2[CH:45]=[N:46][CH:47]=[C:42]([F:41])[CH:43]=2)(=[O:50])=[O:49])[C:8]=1[C:9]1[C:10]([F:15])=[N:11][CH:12]=[CH:13][CH:14]=1. Given the reactants [H-].[Na+].[F:3][C:4]1[C:5]([CH2:16][N:17]([CH3:25])[C:18](=[O:24])[O:19][C:20]([CH3:23])([CH3:22])[CH3:21])=[CH:6][NH:7][C:8]=1[C:9]1[C:10]([F:15])=[N:11][CH:12]=[CH:13][CH:14]=1.C1OCCOCCOCCOCCOC1.[F:41][C:42]1[CH:43]=[C:44]([S:48](Cl)(=[O:50])=[O:49])[CH:45]=[N:46][CH:47]=1, predict the reaction product. (5) The product is: [CH3:34][CH2:33][O:32][C:30]([NH:17][C:3]1[CH:4]=[CH:5][C:6]([NH:8][CH2:9][C:10]2[CH:15]=[CH:14][C:13]([F:16])=[CH:12][CH:11]=2)=[CH:7][C:2]=1[NH2:1])=[O:31]. Given the reactants [NH2:1][C:2]1[CH:7]=[C:6]([NH:8][CH2:9][C:10]2[CH:15]=[CH:14][C:13]([F:16])=[CH:12][CH:11]=2)[CH:5]=[CH:4][C:3]=1[N+:17]([O-])=O.C(N(C(C)C)CC)(C)C.Cl[C:30]([O:32][CH2:33][CH3:34])=[O:31].O, predict the reaction product. (6) Given the reactants [Cl:1][CH2:2][C:3]([N:5]1[C@@H:12]([C:13]#[C:14][CH3:15])[CH2:11][CH2:10][C@H:6]1[C:7]([NH2:9])=O)=[O:4].N1C=CN=C1.O=P(Cl)(Cl)Cl, predict the reaction product. The product is: [Cl:1][CH2:2][C:3]([N:5]1[C@@H:12]([C:13]#[C:14][CH3:15])[CH2:11][CH2:10][C@H:6]1[C:7]#[N:9])=[O:4]. (7) The product is: [CH3:1][O:2][C:3](=[O:31])[CH2:4][O:5][C:6]1[CH:15]=[CH:14][C:13]([F:16])=[C:12]2[C:7]=1[C:8]([CH3:30])=[C:9]([CH2:18][C:19]1[CH:24]=[CH:23][C:22]([N:25]3[CH:29]=[CH:28][CH:27]=[N:26]3)=[CH:21][CH:20]=1)[C:10]([O:17][CH3:33])=[N:11]2. Given the reactants [CH3:1][O:2][C:3](=[O:31])[CH2:4][O:5][C:6]1[CH:15]=[CH:14][C:13]([F:16])=[C:12]2[C:7]=1[C:8]([CH3:30])=[C:9]([CH2:18][C:19]1[CH:24]=[CH:23][C:22]([N:25]3[CH:29]=[CH:28][CH:27]=[N:26]3)=[CH:21][CH:20]=1)[C:10](=[O:17])[NH:11]2.I[CH3:33], predict the reaction product.